From a dataset of Reaction yield outcomes from USPTO patents with 853,638 reactions. Predict the reaction yield, written as a fraction of the theoretical maximum amount of product (1.0 means a 100% yield; for example, 0.34 means a 34% yield). The reactants are C([O:4][C:5](=[O:49])[CH:6]([NH:15][C:16]([O:18][C:19]1[CH:24]=[CH:23][C:22]([CH2:25][O:26][C:27]([N:29]2[C:35]3[CH:36]=[C:37]([O:42][CH3:43])[C:38]([O:40][CH3:41])=[CH:39][C:34]=3[C:33](=[O:44])[N:32]3[CH2:45][CH2:46][CH2:47][C@H:31]3[C@@H:30]2[OH:48])=[O:28])=[CH:21][CH:20]=1)=[O:17])[CH2:7][CH2:8][C:9]([O:11]CC=C)=[O:10])C=C.N1CCCC1. The catalyst is C(Cl)Cl.C1C=CC([P]([Pd]([P](C2C=CC=CC=2)(C2C=CC=CC=2)C2C=CC=CC=2)([P](C2C=CC=CC=2)(C2C=CC=CC=2)C2C=CC=CC=2)[P](C2C=CC=CC=2)(C2C=CC=CC=2)C2C=CC=CC=2)(C2C=CC=CC=2)C2C=CC=CC=2)=CC=1. The product is [CH3:41][O:40][C:38]1[C:37]([O:42][CH3:43])=[CH:36][C:35]2[N:29]([C:27]([O:26][CH2:25][C:22]3[CH:21]=[CH:20][C:19]([O:18][C:16]([NH:15][CH:6]([CH2:7][CH2:8][C:9]([OH:11])=[O:10])[C:5]([OH:49])=[O:4])=[O:17])=[CH:24][CH:23]=3)=[O:28])[C@@H:30]([OH:48])[C@@H:31]3[CH2:47][CH2:46][CH2:45][N:32]3[C:33](=[O:44])[C:34]=2[CH:39]=1. The yield is 0.880.